The task is: Predict the reactants needed to synthesize the given product.. This data is from Full USPTO retrosynthesis dataset with 1.9M reactions from patents (1976-2016). (1) Given the product [CH:18]1[C:19]2[C:24](=[CH:23][CH:22]=[CH:21][CH:20]=2)[CH:25]=[CH:26][C:17]=1[C:11]1([OH:16])[CH2:12][CH:13]2[NH:8][CH:9]([CH2:15][CH2:14]2)[CH2:10]1, predict the reactants needed to synthesize it. The reactants are: C([N:8]1[CH:13]2[CH2:14][CH2:15][CH:9]1[CH2:10][C:11]([C:17]1[CH:26]=[CH:25][C:24]3[C:19](=[CH:20][CH:21]=[CH:22][CH:23]=3)[CH:18]=1)([OH:16])[CH2:12]2)C1C=CC=CC=1.C([O-])=O.[NH4+].CO. (2) Given the product [CH2:1]([O:3][C:4]([C:6]1[N:7]([C@H:27]([CH3:29])[CH2:28][NH:24][C:22]([O:21][C:17]([CH3:20])([CH3:19])[CH3:18])=[O:23])[C:8]2[C:13]([CH:14]=1)=[C:12]([CH3:15])[CH:11]=[CH:10][C:9]=2[CH3:16])=[O:5])[CH3:2], predict the reactants needed to synthesize it. The reactants are: [CH2:1]([O:3][C:4]([C:6]1[NH:7][C:8]2[C:13]([CH:14]=1)=[C:12]([CH3:15])[CH:11]=[CH:10][C:9]=2[CH3:16])=[O:5])[CH3:2].[C:17]([O:21][C:22]([N:24]1[CH2:28][C@H:27]([CH3:29])OS1(=O)=O)=[O:23])([CH3:20])([CH3:19])[CH3:18]. (3) Given the product [CH3:7][C:4]1[N:3]([C:8]2[CH:13]=[C:12]([CH3:14])[CH:11]=[C:10]([CH2:15][Si:22]([CH3:25])([CH3:24])[CH3:23])[N:9]=2)[C:2]([CH3:1])=[CH:6][CH:5]=1, predict the reactants needed to synthesize it. The reactants are: [CH3:1][C:2]1[N:3]([C:8]2[CH:13]=[C:12]([CH3:14])[CH:11]=[C:10]([CH3:15])[N:9]=2)[C:4]([CH3:7])=[CH:5][CH:6]=1.[Li]CCCC.Cl[Si:22]([CH3:25])([CH3:24])[CH3:23].